From a dataset of Retrosynthesis with 50K atom-mapped reactions and 10 reaction types from USPTO. Predict the reactants needed to synthesize the given product. (1) Given the product CS(=O)(=O)OCCN(Cc1ccccc1)C[C@H]1CCC(=O)N1, predict the reactants needed to synthesize it. The reactants are: CS(=O)(=O)Cl.O=C1CC[C@H](CN(CCO)Cc2ccccc2)N1. (2) Given the product CCOC(=O)NCCN1CCC(Nc2nc3ccccc3n2Cc2cscn2)CC1, predict the reactants needed to synthesize it. The reactants are: CCOC(=O)NCCCl.c1ccc2c(c1)nc(NC1CCNCC1)n2Cc1cscn1. (3) Given the product CCC(OC(C)=O)c1[nH]c2cc(C(=O)OC)ccc2c1C(=O)C(C)C, predict the reactants needed to synthesize it. The reactants are: CC(=O)[O-].CCC(Br)c1[nH]c2cc(C(=O)OC)ccc2c1C(=O)C(C)C. (4) Given the product COC(=O)c1ccc(C2(NC(=O)c3cc(Cl)cnc3N3CCC(Oc4cccc(F)c4)C3)CC2)cc1, predict the reactants needed to synthesize it. The reactants are: COC(=O)c1ccc(C2(N)CC2)cc1.O=C(O)c1cc(Cl)cnc1N1CCC(Oc2cccc(F)c2)C1. (5) Given the product COc1ccc2cc(S(C)(=O)=O)ccc2c1C(=O)c1ccc(F)cc1, predict the reactants needed to synthesize it. The reactants are: CI.CS(=O)(=O)c1ccc2c(C(=O)c3ccc(F)cc3)c(O)ccc2c1. (6) Given the product O=C(O)c1ccc(Cn2cnc3ccc(C#CCc4ccccc4)cc3c2=O)cc1, predict the reactants needed to synthesize it. The reactants are: C#CCc1ccccc1.O=C(O)c1ccc(Cn2cnc3ccc(I)cc3c2=O)cc1. (7) Given the product CC(C)Cc1ccc(-c2nc(-c3cnc(CO)cn3)no2)cc1, predict the reactants needed to synthesize it. The reactants are: CCOC(=O)c1cnc(-c2noc(-c3ccc(CC(C)C)cc3)n2)cn1. (8) Given the product COC(=O)c1ccc(OC[C@@H]2CC[C@H](c3ccccc3)N2C(=O)Cc2ccc(NC(=O)Nc3ccccc3Cl)c(OC)c2)cc1, predict the reactants needed to synthesize it. The reactants are: COC(=O)c1ccc(OC[C@@H]2CC[C@H](c3ccccc3)N2)cc1.COc1cc(CC(=O)O)ccc1NC(=O)Nc1ccccc1Cl. (9) The reactants are: CC(C)(C)OC(=O)NN1CC[C@H](NC(=O)OCc2ccccc2)C1=O. Given the product NN1CC[C@H](NC(=O)OCc2ccccc2)C1=O, predict the reactants needed to synthesize it.